From a dataset of Peptide-MHC class II binding affinity with 134,281 pairs from IEDB. Regression. Given a peptide amino acid sequence and an MHC pseudo amino acid sequence, predict their binding affinity value. This is MHC class II binding data. (1) The binding affinity (normalized) is 0.461. The peptide sequence is MLWHAMPPELNTARL. The MHC is DRB1_0405 with pseudo-sequence DRB1_0405. (2) The peptide sequence is SLETVAIDRPAEVRK. The MHC is HLA-DQA10201-DQB10402 with pseudo-sequence HLA-DQA10201-DQB10402. The binding affinity (normalized) is 0.279.